From a dataset of Full USPTO retrosynthesis dataset with 1.9M reactions from patents (1976-2016). Predict the reactants needed to synthesize the given product. Given the product [CH3:22][N:23]([CH3:25])[CH:24]=[CH:16][C:15]([C:11]1[CH:10]=[C:9]([C:4]2[CH:5]=[CH:6][CH:7]=[CH:8][C:3]=2[C:2]([F:18])([F:19])[F:1])[CH:14]=[CH:13][CH:12]=1)=[O:17], predict the reactants needed to synthesize it. The reactants are: [F:1][C:2]([F:19])([F:18])[C:3]1[CH:8]=[CH:7][CH:6]=[CH:5][C:4]=1[C:9]1[CH:14]=[CH:13][CH:12]=[C:11]([C:15](=[O:17])[CH3:16])[CH:10]=1.CO[CH:22](OC)[N:23]([CH3:25])[CH3:24].